Dataset: Reaction yield outcomes from USPTO patents with 853,638 reactions. Task: Predict the reaction yield, written as a fraction of the theoretical maximum amount of product (1.0 means a 100% yield; for example, 0.34 means a 34% yield). The reactants are [CH:1]1([CH2:4][OH:5])[CH2:3][CH2:2]1.[H-].[Na+].F[C:9]1[CH:14]=[C:13]([F:15])[CH:12]=[CH:11][C:10]=1[N+:16]([O-:18])=[O:17]. The catalyst is C1COCC1. The product is [CH:1]1([CH2:4][O:5][C:9]2[CH:14]=[C:13]([F:15])[CH:12]=[CH:11][C:10]=2[N+:16]([O-:18])=[O:17])[CH2:3][CH2:2]1. The yield is 0.860.